Task: Predict which catalyst facilitates the given reaction.. Dataset: Catalyst prediction with 721,799 reactions and 888 catalyst types from USPTO (1) Reactant: [CH:1]([C:3]1[CH:4]=[C:5]([CH:15]=[CH:16][CH:17]=1)[O:6][C:7]([CH3:14])([CH3:13])[C:8]([O:10]CC)=[O:9])=[O:2].[OH-].[Na+]. Product: [CH:1]([C:3]1[CH:4]=[C:5]([CH:15]=[CH:16][CH:17]=1)[O:6][C:7]([CH3:14])([CH3:13])[C:8]([OH:10])=[O:9])=[O:2]. The catalyst class is: 12. (2) Reactant: [N+:1]([C:4]1[CH:20]=[CH:19][C:7]2[N:8]3[CH:13]=[C:12]([C:14]([O:16][CH2:17][CH3:18])=[O:15])[N:11]=[C:9]3[S:10][C:6]=2[CH:5]=1)([O-])=O.[Cl-].[NH4+]. Product: [NH2:1][C:4]1[CH:20]=[CH:19][C:7]2[N:8]3[CH:13]=[C:12]([C:14]([O:16][CH2:17][CH3:18])=[O:15])[N:11]=[C:9]3[S:10][C:6]=2[CH:5]=1. The catalyst class is: 190. (3) Reactant: [CH2:1]([O:3][CH:4]([CH2:8][C:9]1[CH:14]=[CH:13][C:12]([O:15][CH2:16][CH2:17][C:18]2[CH:23]=[CH:22][C:21]([O:24][S:25]([CH3:28])(=[O:27])=[O:26])=[CH:20][CH:19]=2)=[CH:11][CH:10]=1)[C:5]([OH:7])=O)[CH3:2].C(Cl)CCl.C(N(C(C)C)CC)(C)C.C1C=CC2N(O)N=NC=2C=1.O.[CH:53]1[CH:58]=[CH:57][C:56]([CH:59]([NH2:62])[CH2:60][OH:61])=[CH:55][CH:54]=1.C(O)(=O)CC(CC(O)=O)(C(O)=O)O. Product: [CH2:1]([O:3][C@H:4]([CH2:8][C:9]1[CH:10]=[CH:11][C:12]([O:15][CH2:16][CH2:17][C:18]2[CH:19]=[CH:20][C:21]([O:24][S:25]([CH3:28])(=[O:26])=[O:27])=[CH:22][CH:23]=2)=[CH:13][CH:14]=1)[C:5]([NH:62][C@H:59]([C:56]1[CH:57]=[CH:58][CH:53]=[CH:54][CH:55]=1)[CH2:60][OH:61])=[O:7])[CH3:2]. The catalyst class is: 96. (4) Reactant: [Cl:1][C:2]1[CH:7]=[CH:6][CH:5]=[C:4]([Cl:8])[C:3]=1[C:9]1[C:13]([CH2:14][O:15][C:16]2[CH:21]=[CH:20][C:19]([C:22]3[CH:31]=[C:30]4[C:25]([CH:26]=[C:27]([C:32]([O:34]C)=[O:33])[CH:28]=[N:29]4)=[CH:24][CH:23]=3)=[CH:18][CH:17]=2)=[C:12]([CH:36]([CH3:38])[CH3:37])[O:11][N:10]=1.C1COCC1.O.[OH-].[Na+]. Product: [Cl:8][C:4]1[CH:5]=[CH:6][CH:7]=[C:2]([Cl:1])[C:3]=1[C:9]1[C:13]([CH2:14][O:15][C:16]2[CH:21]=[CH:20][C:19]([C:22]3[CH:31]=[C:30]4[C:25]([CH:26]=[C:27]([C:32]([OH:34])=[O:33])[CH:28]=[N:29]4)=[CH:24][CH:23]=3)=[CH:18][CH:17]=2)=[C:12]([CH:36]([CH3:38])[CH3:37])[O:11][N:10]=1. The catalyst class is: 14. (5) Reactant: [CH3:1][O:2][C:3](=[O:16])[CH:4]=[CH:5][C:6]1[CH:11]=[CH:10][CH:9]=[C:8]([S:12](Cl)(=[O:14])=[O:13])[CH:7]=1.[CH2:17]([NH2:27])[C:18]1[CH:26]=[CH:25][C:24]2[O:23][CH2:22][O:21][C:20]=2[CH:19]=1.C([O-])(O)=O.[Na+]. Product: [CH3:1][O:2][C:3](=[O:16])[CH:4]=[CH:5][C:6]1[CH:11]=[CH:10][CH:9]=[C:8]([S:12](=[O:14])(=[O:13])[NH:27][CH2:17][C:18]2[CH:26]=[CH:25][C:24]3[O:23][CH2:22][O:21][C:20]=3[CH:19]=2)[CH:7]=1. The catalyst class is: 38. (6) The catalyst class is: 4. Reactant: [Br:1][C:2]1[CH:3]=[C:4]([NH2:8])[CH:5]=[CH:6][CH:7]=1.CCN(C(C)C)C(C)C.[CH:18]1([C:21](Cl)=[O:22])[CH2:20][CH2:19]1. Product: [Br:1][C:2]1[CH:3]=[C:4]([NH:8][C:21]([CH:18]2[CH2:20][CH2:19]2)=[O:22])[CH:5]=[CH:6][CH:7]=1. (7) The catalyst class is: 6. Product: [CH3:1][O:2][C:3]1[CH:8]=[CH:7][C:6]([O:9][CH2:22][CH:21]([CH2:19][CH3:20])[CH2:24][CH2:25][CH2:26][CH3:27])=[CH:5][CH:4]=1. Reactant: [CH3:1][O:2][C:3]1[CH:8]=[CH:7][C:6]([OH:9])=[CH:5][CH:4]=1.C(=O)([O-])[O-].[K+].[K+].C(#N)C.[CH2:19]([CH:21]([CH2:24][CH2:25][CH2:26][CH3:27])[CH2:22]Br)[CH3:20]. (8) Reactant: [Br:1][C:2]1[CH:3]=[C:4]([N:17]2[C:21]3=[N:22][CH:23]=[CH:24][CH:25]=[C:20]3[C:19]([C:26]([O:28][CH3:29])=[O:27])=[N:18]2)[CH:5]=[C:6]([CH2:8][O:9][Si](C(C)(C)C)(C)C)[CH:7]=1.[F-].C([N+](CCCC)(CCCC)CCCC)CCC. Product: [Br:1][C:2]1[CH:3]=[C:4]([N:17]2[C:21]3=[N:22][CH:23]=[CH:24][CH:25]=[C:20]3[C:19]([C:26]([O:28][CH3:29])=[O:27])=[N:18]2)[CH:5]=[C:6]([CH2:8][OH:9])[CH:7]=1. The catalyst class is: 7. (9) Reactant: [C:1]([N:5]1[C:13]2[CH:12]=[CH:11][N:10]=[C:9]([O:14][CH3:15])[C:8]=2[C:7]([C:16]2[CH:17]=[C:18]([C:21]([OH:23])=O)[S:19][CH:20]=2)=[N:6]1)([CH3:4])([CH3:3])[CH3:2].CC[N:26]=C=NCCCN(C)C.Cl.O. Product: [C:1]([N:5]1[C:13]2[CH:12]=[CH:11][N:10]=[C:9]([O:14][CH3:15])[C:8]=2[C:7]([C:16]2[CH:17]=[C:18]([C:21]([NH2:26])=[O:23])[S:19][CH:20]=2)=[N:6]1)([CH3:3])([CH3:2])[CH3:4]. The catalyst class is: 3. (10) Reactant: C[O:2][C:3]1[CH:8]=[N:7][N:6]([CH2:9][C:10]2[CH:15]=[CH:14][C:13]([O:16][CH3:17])=[CH:12][CH:11]=2)[C:5](=[O:18])[CH:4]=1.[OH-].[Na+].CCOC(C)=O.Cl. Product: [OH:2][C:3]1[CH:8]=[N:7][N:6]([CH2:9][C:10]2[CH:15]=[CH:14][C:13]([O:16][CH3:17])=[CH:12][CH:11]=2)[C:5](=[O:18])[CH:4]=1. The catalyst class is: 20.